Dataset: NCI-60 drug combinations with 297,098 pairs across 59 cell lines. Task: Regression. Given two drug SMILES strings and cell line genomic features, predict the synergy score measuring deviation from expected non-interaction effect. (1) Drug 1: C(=O)(N)NO. Drug 2: C(CCl)NC(=O)N(CCCl)N=O. Cell line: SW-620. Synergy scores: CSS=9.36, Synergy_ZIP=-2.35, Synergy_Bliss=1.95, Synergy_Loewe=-2.56, Synergy_HSA=1.78. (2) Drug 2: CC(C)CN1C=NC2=C1C3=CC=CC=C3N=C2N. Drug 1: C1CN(CCN1C(=O)CCBr)C(=O)CCBr. Cell line: U251. Synergy scores: CSS=41.5, Synergy_ZIP=1.56, Synergy_Bliss=-0.228, Synergy_Loewe=-0.504, Synergy_HSA=-1.83. (3) Drug 1: C1=CC=C(C=C1)NC(=O)CCCCCCC(=O)NO. Drug 2: C1C(C(OC1N2C=NC(=NC2=O)N)CO)O. Cell line: UO-31. Synergy scores: CSS=7.64, Synergy_ZIP=-1.86, Synergy_Bliss=0.717, Synergy_Loewe=-2.05, Synergy_HSA=-1.93. (4) Drug 1: CC1=C(C=C(C=C1)C(=O)NC2=CC(=CC(=C2)C(F)(F)F)N3C=C(N=C3)C)NC4=NC=CC(=N4)C5=CN=CC=C5. Drug 2: C1CNP(=O)(OC1)N(CCCl)CCCl. Cell line: SF-268. Synergy scores: CSS=2.29, Synergy_ZIP=0.307, Synergy_Bliss=0.882, Synergy_Loewe=3.76, Synergy_HSA=-0.0164.